The task is: Predict the reaction yield, written as a fraction of the theoretical maximum amount of product (1.0 means a 100% yield; for example, 0.34 means a 34% yield).. This data is from Reaction yield outcomes from USPTO patents with 853,638 reactions. The reactants are [CH3:1][O:2][CH2:3][C:4](=[O:27])[C:5](=[N:10][NH:11][C:12]1[C:25]([F:26])=[CH:24][C:15]2[O:16][C:17]([F:23])([F:22])[C:18]([F:21])([F:20])[O:19][C:14]=2[CH:13]=1)[C:6]([O:8][CH3:9])=[O:7].[CH3:28]OC(OC)N(C)C. No catalyst specified. The product is [CH3:1][O:2][C:3]1[C:4](=[O:27])[C:5]([C:6]([O:8][CH3:9])=[O:7])=[N:10][N:11]([C:12]2[C:25]([F:26])=[CH:24][C:15]3[O:16][C:17]([F:23])([F:22])[C:18]([F:21])([F:20])[O:19][C:14]=3[CH:13]=2)[CH:28]=1. The yield is 0.370.